From a dataset of Full USPTO retrosynthesis dataset with 1.9M reactions from patents (1976-2016). Predict the reactants needed to synthesize the given product. (1) Given the product [OH:23][C:12]1[C:11]([CH:24]([CH3:26])[CH3:25])=[N:10][N:9]([CH2:8][C:3]2[CH:4]=[CH:5][CH:6]=[CH:7][C:2]=2[C:30]2[CH:31]=[CH:32][CH:33]=[CH:34][C:29]=2[O:28][CH3:27])[C:14](=[O:15])[C:13]=1[C:16]([NH:18][CH2:19][C:20]([OH:22])=[O:21])=[O:17], predict the reactants needed to synthesize it. The reactants are: Br[C:2]1[CH:7]=[CH:6][CH:5]=[CH:4][C:3]=1[CH2:8][N:9]1[C:14](=[O:15])[C:13]([C:16]([NH:18][CH2:19][C:20]([OH:22])=[O:21])=[O:17])=[C:12]([OH:23])[C:11]([CH:24]([CH3:26])[CH3:25])=[N:10]1.[CH3:27][O:28][C:29]1[CH:34]=[CH:33][CH:32]=[CH:31][C:30]=1B(O)O.C(=O)([O-])[O-].[K+].[K+].Cl. (2) Given the product [CH3:1][O:2][C:3]([C@:5]1([CH3:21])[C@H:7]([C:8]2[CH:13]=[CH:12][CH:11]=[CH:10][CH:9]=2)[C@H:6]1[C:14]1[CH:19]=[CH:18][C:17]([C:23]2[N:28]=[CH:27][C:26]([F:29])=[CH:25][N:24]=2)=[CH:16][CH:15]=1)=[O:4], predict the reactants needed to synthesize it. The reactants are: [CH3:1][O:2][C:3]([C@:5]1([CH3:21])[C@H:7]([C:8]2[CH:13]=[CH:12][CH:11]=[CH:10][CH:9]=2)[C@H:6]1[C:14]1[CH:19]=[CH:18][C:17](Br)=[CH:16][CH:15]=1)=[O:4].Cl[C:23]1[N:28]=[CH:27][C:26]([F:29])=[CH:25][N:24]=1. (3) Given the product [Cl:7][C:8]1[CH:16]=[CH:15][C:14]([C:17]2[CH:22]=[CH:21][CH:20]=[CH:19][N:18]=2)=[CH:13][C:9]=1[C:10]([NH:12][C:1](=[O:5])[NH:23][C:24]1[S:25][C:26]2[CH:32]=[C:31]([S:33]([CH3:36])(=[O:35])=[O:34])[CH:30]=[CH:29][C:27]=2[N:28]=1)=[O:11], predict the reactants needed to synthesize it. The reactants are: [C:1](Cl)(=[O:5])C(Cl)=O.[Cl:7][C:8]1[CH:16]=[CH:15][C:14]([C:17]2[CH:22]=[CH:21][CH:20]=[CH:19][N:18]=2)=[CH:13][C:9]=1[C:10]([NH2:12])=[O:11].[NH2:23][C:24]1[S:25][C:26]2[CH:32]=[C:31]([S:33]([CH3:36])(=[O:35])=[O:34])[CH:30]=[CH:29][C:27]=2[N:28]=1. (4) The reactants are: [CH3:1][C@H:2]([CH2:23][CH:24]=C)[C:3]([O:5][CH2:6][C@H:7]([NH:14][C:15](=[O:22])[C:16]([CH3:21])([CH3:20])[CH2:17][CH:18]=C)[C:8]1[CH:13]=[CH:12][CH:11]=[CH:10][CH:9]=1)=[O:4]. Given the product [CH3:20][C:16]1([CH3:21])[CH2:17][CH:18]=[CH:24][CH2:23][C@@H:2]([CH3:1])[C:3](=[O:4])[O:5][CH2:6][C@@H:7]([C:8]2[CH:9]=[CH:10][CH:11]=[CH:12][CH:13]=2)[NH:14][C:15]1=[O:22], predict the reactants needed to synthesize it. (5) The reactants are: [F:1][C:2]([F:29])([S:25](F)(=[O:27])=[O:26])[C:3]([F:24])([F:23])[C:4]([F:22])([F:21])[C:5]([F:20])([F:19])[C:6]([F:18])([F:17])[C:7]([F:16])([F:15])[C:8]([F:14])([F:13])[C:9]([F:12])([F:11])[F:10].C(N(CC)CC)C.[CH2:37]([NH2:44])[C:38]1[CH:43]=[CH:42][CH:41]=[CH:40][CH:39]=1. Given the product [CH2:37]([NH:44][S:25]([C:2]([F:1])([F:29])[C:3]([F:23])([F:24])[C:4]([F:22])([F:21])[C:5]([F:19])([F:20])[C:6]([F:18])([F:17])[C:7]([F:15])([F:16])[C:8]([F:13])([F:14])[C:9]([F:10])([F:12])[F:11])(=[O:26])=[O:27])[C:38]1[CH:43]=[CH:42][CH:41]=[CH:40][CH:39]=1, predict the reactants needed to synthesize it.